Dataset: Peptide-MHC class II binding affinity with 134,281 pairs from IEDB. Task: Regression. Given a peptide amino acid sequence and an MHC pseudo amino acid sequence, predict their binding affinity value. This is MHC class II binding data. The peptide sequence is NDKFTVFEAAFNDAI. The MHC is DRB1_0401 with pseudo-sequence DRB1_0401. The binding affinity (normalized) is 0.601.